Dataset: Full USPTO retrosynthesis dataset with 1.9M reactions from patents (1976-2016). Task: Predict the reactants needed to synthesize the given product. (1) Given the product [Cl:1][C:2]1[CH:3]=[C:4]([C:9]2[N:13]=[C:12]3[NH:14][C:27]([C:23]4[CH:22]=[C:21]5[C:26](=[CH:25][CH:24]=4)[NH:18][N:19]=[CH:20]5)=[CH:28][C:29](=[O:30])[N:11]3[N:10]=2)[CH:5]=[CH:6][C:7]=1[Cl:8], predict the reactants needed to synthesize it. The reactants are: [Cl:1][C:2]1[CH:3]=[C:4]([C:9]2[N:13]=[C:12]([NH2:14])[NH:11][N:10]=2)[CH:5]=[CH:6][C:7]=1[Cl:8].C([N:18]1[C:26]2[C:21](=[CH:22][C:23]([C:27](=O)[CH2:28][C:29](OCC)=[O:30])=[CH:24][CH:25]=2)[CH:20]=[N:19]1)(=O)C.CC1C=CC(S(O)(=O)=O)=CC=1. (2) Given the product [Cl:1][C:2]1[CH:3]=[CH:4][C:5]([N:8]2[C:12](=[O:13])[C:11](=[O:14])[CH2:10][NH:9]2)=[CH:6][CH:7]=1, predict the reactants needed to synthesize it. The reactants are: [Cl:1][C:2]1[CH:7]=[CH:6][C:5]([N:8]2[C:12](=[O:13])[C:11](=[O:14])[CH:10](C)[NH:9]2)=[CH:4][CH:3]=1.ClC1C=CC(N2C(=O)C(=O)C(C3C=CC=CC=3)N2)=CC=1.ClC1C=CC(N2C(=O)C(=O)C(C3C=CC(C)=CC=3)N2)=CC=1.ClC1C=CC(N2C(=O)C(=O)C(C3C=CC=C(OC)C=3)N2)=CC=1.ClC1C=CC(N2C(=O)C(=O)C(C3C=CC(OC)=CC=3)N2)=CC=1.ClC1C=CC(N2C(=O)C(=O)C(C3C=CC=C([N+]([O-])=O)C=3)N2)=CC=1.ClC1C=CC(N2C(=O)C(=O)C(OC)N2)=CC=1.ClC1C=CC(N2C(=O)C(=O)C(OCC)N2)=CC=1.ClC1C=CC(N2C(=O)C(=O)C(N(C)C)N2)=CC=1.ClC1C=CC(N2C(=O)C(=O)C(N(CC)CC)N2)=CC=1.ClC1C=CC(N2C(=O)C(=O)C(NC(=O)C)N2)=CC=1.ClC1C=CC(N2C(=O)C(=O)C(C(O)=O)N2)=CC=1.ClC1C=CC(N2C(=O)C(=O)C(C(OC)=O)N2)=CC=1.ClC1C=CC(N2C(=O)C(=O)C(C(OCC)=O)N2)=CC=1. (3) Given the product [Cl:6][C:7]1[CH:12]=[CH:11][C:10]([C:13](=[O:15])[CH2:14][CH:1]=[O:2])=[CH:9][CH:8]=1, predict the reactants needed to synthesize it. The reactants are: [CH:1](OCC)=[O:2].[Cl:6][C:7]1[CH:12]=[CH:11][C:10]([C:13](=[O:15])[CH3:14])=[CH:9][CH:8]=1.C[O-].[Na+].Cl. (4) Given the product [C:1]([N:4]1[C:12]2[C:7](=[CH:8][C:9]([C:13](=[O:15])[CH3:14])=[CH:10][CH:11]=2)[C:6](=[C:22]([C:21]2[CH:25]=[CH:26][C:18]([Cl:17])=[CH:19][CH:20]=2)[OH:23])[C:5]1=[O:16])(=[O:3])[CH3:2], predict the reactants needed to synthesize it. The reactants are: [C:1]([N:4]1[C:12]2[C:7](=[CH:8][C:9]([C:13](=[O:15])[CH3:14])=[CH:10][CH:11]=2)[CH2:6][C:5]1=[O:16])(=[O:3])[CH3:2].[Cl:17][C:18]1[CH:26]=[CH:25][C:21]([C:22](O)=[O:23])=[CH:20][CH:19]=1.